From a dataset of Forward reaction prediction with 1.9M reactions from USPTO patents (1976-2016). Predict the product of the given reaction. (1) Given the reactants [CH2:1]([O:3][C:4]([C:6]1[O:7][C:8]2[CH:15]=[CH:14][CH:13]=[C:12]([OH:16])[C:9]=2[C:10]=1[CH3:11])=[O:5])[CH3:2].C(=O)([O-])[O-].[K+].[K+].Br[CH2:24][CH:25]1[CH2:27][CH2:26]1, predict the reaction product. The product is: [CH2:1]([O:3][C:4]([C:6]1[O:7][C:8]2[CH:15]=[CH:14][CH:13]=[C:12]([O:16][CH2:24][CH:25]3[CH2:27][CH2:26]3)[C:9]=2[C:10]=1[CH3:11])=[O:5])[CH3:2]. (2) Given the reactants C(=O)([O-])[O-].[Cs+].[Cs+].[OH:7][C:8]1[CH:21]=[CH:20][C:11]2[NH:12][C:13](=[O:19])[CH2:14][N:15]([CH3:18])[C:16](=[O:17])[C:10]=2[CH:9]=1.S(C1C=CC(C)=CC=1)(O[CH2:26][CH2:27][F:28])(=O)=O.C(Cl)Cl, predict the reaction product. The product is: [F:28][CH2:27][CH2:26][O:7][C:8]1[CH:21]=[CH:20][C:11]2[NH:12][C:13](=[O:19])[CH2:14][N:15]([CH3:18])[C:16](=[O:17])[C:10]=2[CH:9]=1.